This data is from Forward reaction prediction with 1.9M reactions from USPTO patents (1976-2016). The task is: Predict the product of the given reaction. (1) Given the reactants [CH2:1]([O:3][C:4](=[O:22])[CH2:5][NH:6][CH2:7][CH2:8][NH:9][S:10]([C:13]1[S:14][C:15]2[CH:21]=[CH:20][CH:19]=[CH:18][C:16]=2[N:17]=1)(=[O:12])=[O:11])[CH3:2].[CH3:23][O:24][C:25]1[CH:46]=[CH:45][C:28]([CH2:29][O:30][C:31]([NH:33][C:34]2[CH:39]=[CH:38][N:37]([CH2:40][C:41](O)=[O:42])[C:36](=[O:44])[N:35]=2)=[O:32])=[CH:27][CH:26]=1, predict the reaction product. The product is: [CH2:1]([O:3][C:4](=[O:22])[CH2:5][N:6]([CH2:7][CH2:8][NH:9][S:10]([C:13]1[S:14][C:15]2[CH:21]=[CH:20][CH:19]=[CH:18][C:16]=2[N:17]=1)(=[O:12])=[O:11])[C:41](=[O:42])[CH2:40][N:37]1[CH:38]=[CH:39][C:34]([NH:33][C:31]([O:30][CH2:29][C:28]2[CH:45]=[CH:46][C:25]([O:24][CH3:23])=[CH:26][CH:27]=2)=[O:32])=[N:35][C:36]1=[O:44])[CH3:2]. (2) The product is: [CH:22]1([CH2:21][O:12][C:5]2[CH:6]=[C:7]([CH:10]=[CH:11][C:4]=2[O:3][CH:2]([F:13])[F:1])[CH:8]=[O:9])[CH2:24][CH2:23]1. Given the reactants [F:1][CH:2]([F:13])[O:3][C:4]1[CH:11]=[CH:10][C:7]([CH:8]=[O:9])=[CH:6][C:5]=1[OH:12].C(=O)([O-])[O-].[K+].[K+].Br[CH2:21][CH:22]1[CH2:24][CH2:23]1.O, predict the reaction product. (3) The product is: [CH2:1]([O:8][CH2:9][CH2:10][C:11]1[N:16]=[C:15]([NH:17][NH:18][CH2:19][C:20]2[CH:25]=[CH:24][CH:23]=[C:22]([CH3:26])[CH:21]=2)[CH:14]=[C:13]([N:27]2[CH2:28][CH2:29][O:30][CH2:31][CH2:32]2)[N:12]=1)[C:2]1[CH:3]=[CH:4][CH:5]=[CH:6][CH:7]=1. Given the reactants [CH2:1]([O:8][CH2:9][CH2:10][C:11]1[N:16]=[C:15]([NH:17][N:18]=[CH:19][C:20]2[CH:25]=[CH:24][CH:23]=[C:22]([CH3:26])[CH:21]=2)[CH:14]=[C:13]([N:27]2[CH2:32][CH2:31][O:30][CH2:29][CH2:28]2)[N:12]=1)[C:2]1[CH:7]=[CH:6][CH:5]=[CH:4][CH:3]=1.[H][H], predict the reaction product. (4) Given the reactants [CH:1]1([CH2:8][CH2:9][NH:10][C:11](=[O:42])[C@H:12]([CH3:41])[C@H:13]([C@@H:16]2[CH2:20][CH2:19][CH2:18][N:17]2[C:21](=[O:40])[CH2:22][C@@H:23]([O:38][CH3:39])[C@@H:24]([N:29]([CH3:37])[C:30](=[O:36])[C@H:31]([CH:33]([CH3:35])[CH3:34])[NH2:32])[C@@H:25]([CH3:28])[CH2:26][CH3:27])[O:14][CH3:15])[CH:7]=[CH:6][CH:5]=[CH:4][CH:3]=[CH:2]1.[C:43]([O:47][C:48]([N:50]1[CH2:57][CH2:56][CH2:55][C@@:51]1([CH3:58])[C:52](O)=[O:53])=[O:49])([CH3:46])([CH3:45])[CH3:44].CN(C(ON1N=NC2C=CC=NC1=2)=[N+](C)C)C.F[P-](F)(F)(F)(F)F.C(N(CC)C(C)C)(C)C, predict the reaction product. The product is: [C:43]([O:47][C:48]([N:50]1[CH2:57][CH2:56][CH2:55][C@@:51]1([CH3:58])[C:52]([NH:32][C@H:31]([C:30]([N:29]([C@@H:24]([C@@H:25]([CH3:28])[CH2:26][CH3:27])[C@H:23]([O:38][CH3:39])[CH2:22][C:21]([N:17]1[CH2:18][CH2:19][CH2:20][C@H:16]1[C@H:13]([O:14][CH3:15])[C@@H:12]([CH3:41])[C:11]([NH:10][CH2:9][CH2:8][CH:1]1[CH:7]=[CH:6][CH:5]=[CH:4][CH:3]=[CH:2]1)=[O:42])=[O:40])[CH3:37])=[O:36])[CH:33]([CH3:34])[CH3:35])=[O:53])=[O:49])([CH3:46])([CH3:44])[CH3:45]. (5) The product is: [C@H:32]12[CH2:38][C@H:35]([NH:36][CH2:37]1)[CH2:34][N:33]2[CH2:29][C:17]1[C:16]2[C:21](=[CH:22][CH:23]=[C:14]([C:8]3[CH:7]=[C:6]([CH:11]=[C:10]([F:12])[C:9]=3[CH3:13])[C:5]([NH:4][CH:1]3[CH2:3][CH2:2]3)=[O:31])[CH:15]=2)[C:20](=[O:24])[N:19]([CH2:25][CH:26]2[CH2:27][CH2:28]2)[CH:18]=1. Given the reactants [CH:1]1([NH:4][C:5](=[O:31])[C:6]2[CH:11]=[C:10]([F:12])[C:9]([CH3:13])=[C:8]([C:14]3[CH:15]=[C:16]4[C:21](=[CH:22][CH:23]=3)[C:20](=[O:24])[N:19]([CH2:25][CH:26]3[CH2:28][CH2:27]3)[CH:18]=[C:17]4[CH:29]=O)[CH:7]=2)[CH2:3][CH2:2]1.[C@H:32]12[CH2:38][C@H:35]([NH:36][CH2:37]1)[CH2:34][N:33]2C(OC(C)(C)C)=O, predict the reaction product.